Dataset: Forward reaction prediction with 1.9M reactions from USPTO patents (1976-2016). Task: Predict the product of the given reaction. (1) Given the reactants [C:1]([C:5]1[C:9]([CH2:10][CH2:11][CH2:12][OH:13])=[CH:8][N:7]([C:14]2[CH:19]=[CH:18][C:17]([C:20]([F:23])([F:22])[F:21])=[CH:16][N:15]=2)[N:6]=1)([CH3:4])([CH3:3])[CH3:2].O[C:25]1[C:30]([CH3:31])=[CH:29][CH:28]=[CH:27][C:26]=1[CH2:32][C:33]([O:35]C)=[O:34].C(P(CCCC)CCCC)CCC.N(C(N1CCCCC1)=O)=NC(N1CCCCC1)=O, predict the reaction product. The product is: [C:1]([C:5]1[C:9]([CH2:10][CH2:11][CH2:12][O:13][C:25]2[C:30]([CH3:31])=[CH:29][CH:28]=[CH:27][C:26]=2[CH2:32][C:33]([OH:35])=[O:34])=[CH:8][N:7]([C:14]2[CH:19]=[CH:18][C:17]([C:20]([F:21])([F:22])[F:23])=[CH:16][N:15]=2)[N:6]=1)([CH3:4])([CH3:2])[CH3:3]. (2) Given the reactants [F:1][C:2]1[CH:10]=[C:9]2[C:5]([CH2:6][CH2:7][CH:8]2[NH:11][C:12]2[CH:21]=[CH:20][C:19]3[C:14](=[CH:15][CH:16]=[C:17]([NH2:22])[CH:18]=3)[N:13]=2)=[CH:4][CH:3]=1.[CH3:23][N:24]1[CH2:29][CH2:28][N:27]([CH2:30][C:31](O)=[O:32])[CH2:26][CH2:25]1, predict the reaction product. The product is: [F:1][C:2]1[CH:10]=[C:9]2[C:5]([CH2:6][CH2:7][CH:8]2[NH:11][C:12]2[CH:21]=[CH:20][C:19]3[C:14](=[CH:15][CH:16]=[C:17]([NH:22][C:31](=[O:32])[CH2:30][N:27]4[CH2:28][CH2:29][N:24]([CH3:23])[CH2:25][CH2:26]4)[CH:18]=3)[N:13]=2)=[CH:4][CH:3]=1. (3) Given the reactants Br[C:2]1[C:3]2[C:4]3[CH:17]=[CH:16][S:15][C:5]=3[C:6](=[O:14])[NH:7][C:8]=2[CH:9]=[CH:10][C:11]=1[O:12][CH3:13].CC1(C)C(C)(C)OB([C:26]2[CH:31]=[CH:30][C:29]([CH2:32][CH2:33][C:34]#[N:35])=[CH:28][CH:27]=2)O1, predict the reaction product. The product is: [CH3:13][O:12][C:11]1[CH:10]=[CH:9][C:8]2[NH:7][C:6](=[O:14])[C:5]3[S:15][CH:16]=[CH:17][C:4]=3[C:3]=2[C:2]=1[C:26]1[CH:31]=[CH:30][C:29]([CH2:32][CH2:33][C:34]#[N:35])=[CH:28][CH:27]=1. (4) Given the reactants [Si:1]([O:8][CH2:9][CH2:10][CH2:11][N:12]1[C:17](=[O:18])[C:16]2[C:19]([CH:24]([OH:29])[CH2:25][CH:26]([CH3:28])[CH3:27])=[C:20](Cl)[N:21]=[CH:22][C:15]=2[N:14]([CH3:30])[C:13]1=[O:31])([C:4]([CH3:7])([CH3:6])[CH3:5])([CH3:3])[CH3:2].[Cl:32][C:33]1[CH:34]=[C:35](B(O)O)[CH:36]=[CH:37][CH:38]=1.[O-]P([O-])([O-])=O.[K+].[K+].[K+], predict the reaction product. The product is: [Si:1]([O:8][CH2:9][CH2:10][CH2:11][N:12]1[C:17](=[O:18])[C:16]2[C:19]([CH:24]([OH:29])[CH2:25][CH:26]([CH3:27])[CH3:28])=[C:20]([C:37]3[CH:36]=[CH:35][CH:34]=[C:33]([Cl:32])[CH:38]=3)[N:21]=[CH:22][C:15]=2[N:14]([CH3:30])[C:13]1=[O:31])([C:4]([CH3:7])([CH3:6])[CH3:5])([CH3:2])[CH3:3]. (5) Given the reactants [Br-].C([P+]([C:21]1[CH:26]=[CH:25][CH:24]=[CH:23][CH:22]=1)([C:21]1[CH:26]=[CH:25][CH:24]=[CH:23][CH:22]=1)[C:21]1[CH:26]=[CH:25][CH:24]=[CH:23][CH:22]=1)CCCCC.[CH2:27]([Li])CCC.[Br:32][C:33]1[CH:40]=[CH:39][C:36]([CH:37]=O)=[CH:35][N:34]=1.[NH4+].[Cl-], predict the reaction product. The product is: [Br:32][C:33]1[CH:40]=[CH:39][C:36]([CH:37]=[CH:27][CH2:22][CH2:23][CH2:24][CH2:25][CH2:26][CH3:21])=[CH:35][N:34]=1.